From a dataset of Peptide-MHC class II binding affinity with 134,281 pairs from IEDB. Regression. Given a peptide amino acid sequence and an MHC pseudo amino acid sequence, predict their binding affinity value. This is MHC class II binding data. The peptide sequence is NELQIVDKIDAAFKI. The MHC is DRB1_0701 with pseudo-sequence DRB1_0701. The binding affinity (normalized) is 0.824.